Dataset: Full USPTO retrosynthesis dataset with 1.9M reactions from patents (1976-2016). Task: Predict the reactants needed to synthesize the given product. (1) Given the product [Br:1][C:2]1[CH:3]=[C:4]2[C:9](=[CH:10][CH:11]=1)[O:8][CH:7]([C:12]1[CH:17]=[CH:16][N:15]=[CH:14][CH:13]=1)[CH2:6]/[C:5]/2=[N:25]\[C:24]#[N:23], predict the reactants needed to synthesize it. The reactants are: [Br:1][C:2]1[CH:3]=[C:4]2[C:9](=[CH:10][CH:11]=1)[O:8][CH:7]([C:12]1[CH:17]=[CH:16][N:15]=[CH:14][CH:13]=1)[CH2:6][C:5]2=O.C[Si]([N:23]=[C:24]=[N:25][Si](C)(C)C)(C)C. (2) Given the product [C:1]([O:5][C:6](=[O:67])[C@H:7]([CH2:26][S:27][CH2:28][C@H:29]([O:49][C:50](=[O:66])[CH2:51][CH2:52][CH2:53][CH2:54][CH2:55][CH2:56][CH2:57][CH2:58][CH2:59][CH2:60][CH2:61][CH2:62][CH2:63][CH2:64][CH3:65])[CH2:30][O:31][C:32](=[O:48])[CH2:33][CH2:34][CH2:35][CH2:36][CH2:37][CH2:38][CH2:39][CH2:40][CH2:41][CH2:42][CH2:43][CH2:44][CH2:45][CH2:46][CH3:47])[NH:8][C:9]([O:11][CH2:12][C:13]1[C:25]2[CH2:24][C:23]3[C:18](=[CH:19][CH:20]=[CH:21][CH:22]=3)[C:17]=2[CH:16]=[CH:15][CH:14]=1)=[O:10])([CH3:3])([CH3:2])[CH3:4], predict the reactants needed to synthesize it. The reactants are: [C:1]([O:5][C:6](=[O:67])[C@H:7]([CH2:26][S:27][CH2:28][CH:29]([O:49][C:50](=[O:66])[CH2:51][CH2:52][CH2:53][CH2:54][CH2:55][CH2:56][CH2:57][CH2:58][CH2:59][CH2:60][CH2:61][CH2:62][CH2:63][CH2:64][CH3:65])[CH2:30][O:31][C:32](=[O:48])[CH2:33][CH2:34][CH2:35][CH2:36][CH2:37][CH2:38][CH2:39][CH2:40][CH2:41][CH2:42][CH2:43][CH2:44][CH2:45][CH2:46][CH3:47])[NH:8][C:9]([O:11][CH2:12][C:13]1[C:25]2[CH2:24][C:23]3[C:18](=[CH:19][CH:20]=[CH:21][CH:22]=3)[C:17]=2[CH:16]=[CH:15][CH:14]=1)=[O:10])([CH3:4])([CH3:3])[CH3:2].C(OC(=O)[C@H](CSC[C@H](O)CO)NC(OCC1C2CC3C(=CC=CC=3)C=2C=CC=1)=O)(C)(C)C. (3) Given the product [CH3:9][C:7]1[CH:6]=[CH:5][C:3]2[NH:4][C:13]3[CH:14]4[CH2:17][CH2:18][N:11]([C:12]=3[C:2]=2[CH:8]=1)[CH2:16][CH2:15]4, predict the reactants needed to synthesize it. The reactants are: I[C:2]1[CH:8]=[C:7]([CH3:9])[CH:6]=[CH:5][C:3]=1[NH2:4].Cl.[N:11]12[CH2:18][CH2:17][CH:14]([CH2:15][CH2:16]1)[C:13](=O)[CH2:12]2.N12CCN(CC1)CC2.S([O-])([O-])(=O)=O.[Mg+2]. (4) Given the product [CH3:6][O:7][C:8]1[C:13]([O:14][CH3:15])=[C:12]([O:16][CH3:17])[CH:11]=[C:10]([CH3:18])[C:9]=1[CH:19]([C:21]1[C:22]([CH3:2])=[CH:23][N:24]=[CH:25][C:26]=1[Br:27])[OH:20], predict the reactants needed to synthesize it. The reactants are: O1CCC[CH2:2]1.[CH3:6][O:7][C:8]1[C:13]([O:14][CH3:15])=[C:12]([O:16][CH3:17])[CH:11]=[C:10]([CH3:18])[C:9]=1[CH:19]([C:21]1[C:26]([Br:27])=[CH:25][N:24]=[CH:23][C:22]=1Br)[OH:20].C([Li])CCC.CI. (5) Given the product [CH2:1]([O:3][C:4]([C:6]1[C:14]2[C:9](=[CH:10][CH:11]=[C:12]([O:15][C:37]3[CH:36]=[CH:35][C:34]([Cl:33])=[C:39]([Cl:40])[CH:38]=3)[CH:13]=2)[N:8]([C:16]2[CH:17]=[CH:18][C:19]([O:22][C:23]([F:26])([F:24])[F:25])=[CH:20][CH:21]=2)[C:7]=1[CH2:27][C:28]([O:30][CH2:31][CH3:32])=[O:29])=[O:5])[CH3:2], predict the reactants needed to synthesize it. The reactants are: [CH2:1]([O:3][C:4]([C:6]1[C:14]2[C:9](=[CH:10][CH:11]=[C:12]([OH:15])[CH:13]=2)[N:8]([C:16]2[CH:21]=[CH:20][C:19]([O:22][C:23]([F:26])([F:25])[F:24])=[CH:18][CH:17]=2)[C:7]=1[CH2:27][C:28]([O:30][CH2:31][CH3:32])=[O:29])=[O:5])[CH3:2].[Cl:33][C:34]1[CH:35]=[C:36](B(O)O)[CH:37]=[CH:38][C:39]=1[Cl:40]. (6) Given the product [Br:1][C:2]1[CH:3]=[CH:4][C:5]([CH2:20][CH2:21][OH:22])=[C:6]([CH:8]([C:10]2[CH:14]=[C:13]([CH:15]3[O:19][CH2:18][CH2:17][O:16]3)[S:12][CH:11]=2)[OH:9])[CH:7]=1, predict the reactants needed to synthesize it. The reactants are: [Br:1][C:2]1[CH:3]=[CH:4][C:5]([CH2:20][CH2:21][OH:22])=[C:6]([C:8]([C:10]2[CH:14]=[C:13]([CH:15]3[O:19][CH2:18][CH2:17][O:16]3)[S:12][CH:11]=2)=[O:9])[CH:7]=1.CO.[BH4-].[Na+]. (7) Given the product [N+:1]([C:4]1[CH:12]=[C:11]2[C:7]([CH2:8][CH2:9][CH2:10]2)=[CH:6][C:5]=1[NH2:13])([O-:3])=[O:2], predict the reactants needed to synthesize it. The reactants are: [N+:1]([C:4]1[CH:12]=[C:11]2[C:7]([CH2:8][CH2:9][CH2:10]2)=[CH:6][C:5]=1[NH:13]C(=O)C)([O-:3])=[O:2].